From a dataset of Full USPTO retrosynthesis dataset with 1.9M reactions from patents (1976-2016). Predict the reactants needed to synthesize the given product. (1) Given the product [CH:2]([C:3]1[CH:8]=[C:7]([N:9]([CH3:15])[CH2:10][CH:11]2[CH2:13][CH:12]2[CH3:14])[N:6]=[C:5]([N:16]([CH3:21])[S:17]([CH3:20])(=[O:18])=[O:19])[CH:4]=1)=[O:1], predict the reactants needed to synthesize it. The reactants are: [OH:1][CH2:2][C:3]1[CH:8]=[C:7]([N:9]([CH3:15])[CH2:10][CH:11]2[CH2:13][CH:12]2[CH3:14])[N:6]=[C:5]([N:16]([CH3:21])[S:17]([CH3:20])(=[O:19])=[O:18])[CH:4]=1.C(N(CC)CC)C. (2) Given the product [CH3:11][O:12][CH2:13][CH2:14][NH:15][S:16]([C:19]1[CH:20]=[C:21]([CH:24]=[CH:25][CH:26]=1)[CH:22]=[O:23])(=[O:18])=[O:17], predict the reactants needed to synthesize it. The reactants are: C(Cl)(=O)C(Cl)=O.CS(C)=O.[CH3:11][O:12][CH2:13][CH2:14][NH:15][S:16]([C:19]1[CH:20]=[C:21]([CH:24]=[CH:25][CH:26]=1)[CH2:22][OH:23])(=[O:18])=[O:17].C(N(CC)CC)C. (3) Given the product [CH3:26][C:27]1[CH:34]=[CH:33][C:30]([CH2:31][NH:32][C:20]([C:14]2[CH:13]=[C:12]3[C:17]([CH:18]=[CH:19][N:10]([CH2:9][C:8]4[CH:7]=[CH:6][C:5]([S:2]([CH3:1])(=[O:3])=[O:4])=[CH:25][CH:24]=4)[C:11]3=[O:23])=[CH:16][CH:15]=2)=[O:21])=[CH:29][CH:28]=1, predict the reactants needed to synthesize it. The reactants are: [CH3:1][S:2]([C:5]1[CH:25]=[CH:24][C:8]([CH2:9][N:10]2[CH:19]=[CH:18][C:17]3[C:12](=[CH:13][C:14]([C:20](O)=[O:21])=[CH:15][CH:16]=3)[C:11]2=[O:23])=[CH:7][CH:6]=1)(=[O:4])=[O:3].[CH3:26][C:27]1[CH:34]=[CH:33][C:30]([CH2:31][NH2:32])=[CH:29][CH:28]=1. (4) The reactants are: [CH2:1](O)[CH:2]=[CH2:3].S(Cl)(Cl)=O.[Cl:9][C:10]1[N:11]=[CH:12][C:13]([NH:16][C:17](=[O:23])[CH2:18][CH2:19][C:20]([OH:22])=[O:21])=[N:14][CH:15]=1. Given the product [Cl:9][C:10]1[N:11]=[CH:12][C:13]([NH:16][C:17](=[O:23])[CH2:18][CH2:19][C:20]([O:22][CH2:3][CH:2]=[CH2:1])=[O:21])=[N:14][CH:15]=1, predict the reactants needed to synthesize it. (5) The reactants are: [CH3:1][O:2][C:3](=[O:58])[NH:4][CH:5]([C:9]([N:11]1[CH2:15][CH2:14][CH2:13][CH:12]1[C:16]1[NH:17][C:18]([C:21]2[CH:30]=[CH:29][C:28]3[C:23](=[CH:24][CH:25]=[C:26]([C:31]4[CH:36]=[CH:35][C:34]([C:37]5[NH:38][C:39]([CH:42]6[CH2:46][CH2:45][CH2:44][N:43]6[C:47](=[O:57])[CH:48]([NH:52][C:53]([O:55][CH3:56])=[O:54])[CH:49]([CH3:51])[CH3:50])=[N:40][CH:41]=5)=[CH:33][CH:32]=4)[CH:27]=3)[CH:22]=2)=[CH:19][N:20]=1)=[O:10])[CH:6]([CH3:8])[CH3:7].CO[C:61](=O)[NH:62]C(C(N1CCCC1C1NC(C2C=CC(Br)=CC=2)=CN=1)=O)C(C)C.COC(=O)N[CH:91](C(N1C(C2NC(C3C=CC4C(=CC=C(B5OC(C)(C)C(C)(C)O5)C=4)C=3)=CN=2)CC2(CC2)C1)=O)[CH:92](C)C.COC(=O)NC(C(N1CCCC1C1NC(C2C=CC3C(=CC=C(B4OC(C)(C)C(C)(C)O4)C=3)C=2)=CN=1)=O)C(C)C. Given the product [CH3:56][O:55][C:53](=[O:54])[NH:52][CH:48]([C:47]([N:43]1[CH2:44][CH:45]([C:61]#[N:62])[CH2:46][CH:42]1[C:39]1[NH:38][C:37]([C:34]2[CH:33]=[CH:32][C:31]([C:26]3[CH:25]=[CH:24][C:23]4[C:28](=[CH:29][CH:30]=[C:21]([C:18]5[NH:17][C:16]([CH:12]6[CH2:13][C:14]7([CH2:92][CH2:91]7)[CH2:15][N:11]6[C:9](=[O:10])[CH:5]([NH:4][C:3]([O:2][CH3:1])=[O:58])[CH:6]([CH3:8])[CH3:7])=[N:20][CH:19]=5)[CH:22]=4)[CH:27]=3)=[CH:36][CH:35]=2)=[CH:41][N:40]=1)=[O:57])[CH:49]([CH3:51])[CH3:50], predict the reactants needed to synthesize it. (6) Given the product [CH3:19][C:9]1[CH:14]=[CH:13][C:12]([S:15]([O:8][CH2:7][CH:4]2[CH2:5][CH2:6][O:1][CH2:2][CH2:3]2)(=[O:17])=[O:16])=[CH:11][CH:10]=1, predict the reactants needed to synthesize it. The reactants are: [O:1]1[CH2:6][CH2:5][CH:4]([CH2:7][OH:8])[CH2:3][CH2:2]1.[C:9]1([CH3:19])[CH:14]=[CH:13][C:12]([S:15](Cl)(=[O:17])=[O:16])=[CH:11][CH:10]=1. (7) Given the product [ClH:31].[N:1]1([CH2:7][CH2:8][N:9]2[C:13]3[CH:14]=[CH:15][CH:16]=[CH:17][C:12]=3[N:11]([C:18]([NH:20][C@H:21]([C:26]([OH:28])=[O:27])[C@H:22]([CH2:24][CH3:25])[CH3:23])=[O:19])[C:10]2=[O:30])[CH2:6][CH2:5][O:4][CH2:3][CH2:2]1, predict the reactants needed to synthesize it. The reactants are: [N:1]1([CH2:7][CH2:8][N:9]2[C:13]3[CH:14]=[CH:15][CH:16]=[CH:17][C:12]=3[N:11]([C:18]([NH:20][C@H:21]([C:26]([O:28]C)=[O:27])[C@H:22]([CH2:24][CH3:25])[CH3:23])=[O:19])[C:10]2=[O:30])[CH2:6][CH2:5][O:4][CH2:3][CH2:2]1.[ClH:31]. (8) Given the product [ClH:1].[F:2][C:3]1[CH:4]=[CH:5][C:6]([CH2:9][O:10][C:11]2[CH:16]=[CH:15][N:14]([C:17]3[CH:18]=[CH:19][C:20]4[C:21]5[CH2:30][CH2:29][N:28]([CH:31]([CH3:32])[CH3:33])[CH2:27][CH2:26][C:22]=5[NH:23][C:24]=4[CH:25]=3)[C:13](=[O:34])[CH:12]=2)=[N:7][CH:8]=1, predict the reactants needed to synthesize it. The reactants are: [ClH:1].[F:2][C:3]1[CH:4]=[CH:5][C:6]([CH2:9][O:10][C:11]2[CH:16]=[CH:15][N:14]([C:17]3[CH:18]=[CH:19][C:20]4[C:21]5[CH2:30][CH2:29][N:28]([CH:31]([CH3:33])[CH3:32])[CH2:27][CH2:26][C:22]=5[NH:23][C:24]=4[CH:25]=3)[C:13](=[O:34])[CH:12]=2)=[N:7][CH:8]=1.